Dataset: Catalyst prediction with 721,799 reactions and 888 catalyst types from USPTO. Task: Predict which catalyst facilitates the given reaction. Reactant: [NH2:1][CH2:2][CH:3]1[CH2:6][N:5]([C:7]([O:9][C:10]([CH3:13])([CH3:12])[CH3:11])=[O:8])[CH2:4]1.Cl[C:15]([O:17][C:18]1[CH:23]=[CH:22][C:21]([N+:24]([O-:26])=[O:25])=[CH:20][CH:19]=1)=[O:16].N1C=CC=CC=1. Product: [N+:24]([C:21]1[CH:22]=[CH:23][C:18]([O:17][C:15]([NH:1][CH2:2][CH:3]2[CH2:6][N:5]([C:7]([O:9][C:10]([CH3:13])([CH3:12])[CH3:11])=[O:8])[CH2:4]2)=[O:16])=[CH:19][CH:20]=1)([O-:26])=[O:25]. The catalyst class is: 2.